From a dataset of Forward reaction prediction with 1.9M reactions from USPTO patents (1976-2016). Predict the product of the given reaction. Given the reactants [Cl:1][C:2]1[C:7]([NH:8][CH2:9][CH:10]2[CH2:12][CH:11]2[C:13]2[C:18]([O:19][CH3:20])=[CH:17][CH:16]=[CH:15][C:14]=2[F:21])=[CH:6][N:5]=[N:4][C:3]=1[NH:22][NH:23][C:24](=O)[CH2:25][C:26]([F:29])([F:28])[F:27].P(Cl)(Cl)(Cl)=O, predict the reaction product. The product is: [Cl:1][C:2]1[C:3]2[N:4]([C:24]([CH2:25][C:26]([F:29])([F:28])[F:27])=[N:23][N:22]=2)[N:5]=[CH:6][C:7]=1[NH:8][CH2:9][CH:10]1[CH2:12][CH:11]1[C:13]1[C:18]([O:19][CH3:20])=[CH:17][CH:16]=[CH:15][C:14]=1[F:21].